The task is: Predict the reaction yield, written as a fraction of the theoretical maximum amount of product (1.0 means a 100% yield; for example, 0.34 means a 34% yield).. This data is from Reaction yield outcomes from USPTO patents with 853,638 reactions. (1) The reactants are CC1C=CC(S(OCC2CC3C(C4C=CC=CC=4)=CC=CC=3O2)(=O)=O)=CC=1.[N-]=[N+]=[N-].[Na+].[C:32]1([C:38]2[C:43]3[CH2:44][CH:45]([CH2:47][N:48]=[N+]=[N-])[O:46][C:42]=3[CH:41]=[CH:40][CH:39]=2)[CH:37]=[CH:36][CH:35]=[CH:34][CH:33]=1.[N-]=[N+]=[N-].Cl. The catalyst is C(O)C.[Pd].C(O)(C)C. The product is [C:32]1([C:38]2[C:43]3[CH2:44][CH:45]([CH2:47][NH2:48])[O:46][C:42]=3[CH:41]=[CH:40][CH:39]=2)[CH:33]=[CH:34][CH:35]=[CH:36][CH:37]=1. The yield is 0.940. (2) The reactants are C[O:2][C:3]([C:5]1[N:6]([C:27]2[CH:32]=[CH:31][CH:30]=[CH:29][C:28]=2[C:33]([F:36])([F:35])[F:34])[S:7](=[O:26])(=[O:25])[C:8]2[CH:24]=[CH:23][CH:22]=[CH:21][C:9]=2[C:10]=1[C:11]1[CH:16]=[C:15]([O:17][CH3:18])[CH:14]=[C:13]([O:19][CH3:20])[CH:12]=1)=[O:4].O.[OH-].[Li+]. The catalyst is CO.O. The product is [CH3:18][O:17][C:15]1[CH:16]=[C:11]([C:10]2[C:9]3[CH:21]=[CH:22][CH:23]=[CH:24][C:8]=3[S:7](=[O:26])(=[O:25])[N:6]([C:27]3[CH:32]=[CH:31][CH:30]=[CH:29][C:28]=3[C:33]([F:36])([F:34])[F:35])[C:5]=2[C:3]([OH:4])=[O:2])[CH:12]=[C:13]([O:19][CH3:20])[CH:14]=1. The yield is 0.660. (3) The reactants are Br[C:2]1[C:3]([NH:9][CH3:10])=[N:4][C:5]([Cl:8])=[N:6][CH:7]=1.O1C=C[CH:13]=[C:12]1P(C1OC=CC=1)C1OC=CC=1.C(C([Sn])=C(CCCC)CCCC)CCC.[F-].[K+]. The catalyst is CN(C=O)C.C(OCC)C. The product is [Cl:8][C:5]1[N:4]=[C:3]([NH:9][CH3:10])[C:2]([CH:12]=[CH2:13])=[CH:7][N:6]=1. The yield is 0.920.